From a dataset of Reaction yield outcomes from USPTO patents with 853,638 reactions. Predict the reaction yield, written as a fraction of the theoretical maximum amount of product (1.0 means a 100% yield; for example, 0.34 means a 34% yield). The reactants are [Cl:1][C:2]1[S:6][C:5]([C:7]([NH:9][C@H:10]2[C@@H:14]([NH:15][C:16](=[O:30])[C:17]3[CH:22]=[CH:21][C:20]([N:23]4[CH:28]=[CH:27][CH:26]=[CH:25][C:24]4=[O:29])=[CH:19][CH:18]=3)[CH2:13][NH:12][CH2:11]2)=[O:8])=[CH:4][CH:3]=1.CCN(CC)CC.[C:38](OC(=O)C)(=[O:40])[CH3:39]. The catalyst is C1COCC1. The product is [C:38]([N:12]1[CH2:13][C@H:14]([NH:15][C:16](=[O:30])[C:17]2[CH:18]=[CH:19][C:20]([N:23]3[CH:28]=[CH:27][CH:26]=[CH:25][C:24]3=[O:29])=[CH:21][CH:22]=2)[C@H:10]([NH:9][C:7]([C:5]2[S:6][C:2]([Cl:1])=[CH:3][CH:4]=2)=[O:8])[CH2:11]1)(=[O:40])[CH3:39]. The yield is 0.480.